This data is from Forward reaction prediction with 1.9M reactions from USPTO patents (1976-2016). The task is: Predict the product of the given reaction. (1) The product is: [CH3:22][C:21]1[N:17]([C:14]2[CH:13]=[CH:12][C:11]([C:8]3[CH:7]=[CH:6][C:5]([CH2:4][C:3]([OH:35])=[O:2])=[CH:10][CH:9]=3)=[CH:16][CH:15]=2)[N:18]=[N:19][C:20]=1[NH:23][C:24]([O:26][C@@H:27]([C:29]1[CH:34]=[CH:33][CH:32]=[CH:31][CH:30]=1)[CH3:28])=[O:25]. Given the reactants C[O:2][C:3](=[O:35])[CH2:4][C:5]1[CH:10]=[CH:9][C:8]([C:11]2[CH:16]=[CH:15][C:14]([N:17]3[C:21]([CH3:22])=[C:20]([NH:23][C:24]([O:26][C@@H:27]([C:29]4[CH:34]=[CH:33][CH:32]=[CH:31][CH:30]=4)[CH3:28])=[O:25])[N:19]=[N:18]3)=[CH:13][CH:12]=2)=[CH:7][CH:6]=1.C1COCC1.[Li+].[OH-].Cl, predict the reaction product. (2) Given the reactants [CH3:1][C:2]1([CH3:17])[CH2:7][C:6]([CH3:9])([CH3:8])[CH2:5][C:4]([C:10]2[CH:15]=[CH:14][CH:13]=[CH:12][C:11]=2[OH:16])=[CH:3]1, predict the reaction product. The product is: [CH3:1][C:2]1([CH3:17])[CH2:7][C:6]([CH3:8])([CH3:9])[CH2:5][CH:4]([C:10]2[CH:15]=[CH:14][CH:13]=[CH:12][C:11]=2[OH:16])[CH2:3]1. (3) The product is: [Br:1][C:2]1[CH:3]=[C:4]([C@H:8]([O:9][S:19]([C:22]2[CH:28]=[CH:27][C:25]([CH3:26])=[CH:24][CH:23]=2)(=[O:21])=[O:20])[C@H:10]([C:12]2[CH:17]=[CH:16][CH:15]=[C:14]([Br:18])[CH:13]=2)[O:11][S:19]([C:22]2[CH:28]=[CH:27][C:25]([CH3:26])=[CH:24][CH:23]=2)(=[O:21])=[O:20])[CH:5]=[CH:6][CH:7]=1. Given the reactants [Br:1][C:2]1[CH:3]=[C:4]([C@@H:8]([C@H:10]([C:12]2[CH:17]=[CH:16][CH:15]=[C:14]([Br:18])[CH:13]=2)[OH:11])[OH:9])[CH:5]=[CH:6][CH:7]=1.[S:19](Cl)([C:22]1[CH:28]=[CH:27][C:25]([CH3:26])=[CH:24][CH:23]=1)(=[O:21])=[O:20], predict the reaction product. (4) Given the reactants [CH3:1][O:2][C:3]([C@@H:5]1[CH2:9][C:8](=O)[CH2:7][N:6]1[CH2:11][C:12]1[CH:17]=[CH:16][CH:15]=[C:14]([Cl:18])[CH:13]=1)=[O:4].[F:19][C:20]([F:35])([F:34])[C:21]1[CH:22]=[C:23]([CH:27]=[C:28]([C:30]([F:33])([F:32])[F:31])[CH:29]=1)[CH2:24][NH:25][CH3:26], predict the reaction product. The product is: [CH3:1][O:2][C:3]([C@@H:5]1[CH2:9][C@H:8]([N:25]([CH2:24][C:23]2[CH:27]=[C:28]([C:30]([F:31])([F:32])[F:33])[CH:29]=[C:21]([C:20]([F:19])([F:34])[F:35])[CH:22]=2)[CH3:26])[CH2:7][N:6]1[CH2:11][C:12]1[CH:17]=[CH:16][CH:15]=[C:14]([Cl:18])[CH:13]=1)=[O:4]. (5) Given the reactants Cl[C:2]1[N:7]=[N:6][C:5]([C:8]([F:11])([F:10])[F:9])=[C:4]([C:12]2[CH:17]=[CH:16][CH:15]=[CH:14][CH:13]=2)[CH:3]=1.[CH2:18]1[NH:23][CH2:22][CH2:21][N:20]2[CH2:24][CH2:25][CH2:26][CH:19]12.C(N(C(C)C)CC)(C)C.Cl, predict the reaction product. The product is: [C:12]1([C:4]2[CH:3]=[C:2]([N:23]3[CH2:22][CH2:21][N:20]4[CH2:24][CH2:25][CH2:26][CH:19]4[CH2:18]3)[N:7]=[N:6][C:5]=2[C:8]([F:11])([F:10])[F:9])[CH:17]=[CH:16][CH:15]=[CH:14][CH:13]=1. (6) Given the reactants Br[C:2]1[CH:3]=[N:4][CH:5]=[C:6]([CH:19]=1)[C:7]([N:9]=[S@@:10]([CH3:18])(=[O:17])[C:11]1[CH:16]=[CH:15][CH:14]=[CH:13][CH:12]=1)=[O:8].[CH3:20][N:21]1[C:25]([NH:26][C:27](=[O:36])[C:28]2[CH:33]=[CH:32][CH:31]=[C:30]([C:34]#[CH:35])[CH:29]=2)=[CH:24][C:23]([CH3:37])=[N:22]1, predict the reaction product. The product is: [CH3:20][N:21]1[C:25]([NH:26][C:27]([C:28]2[CH:29]=[C:30]([C:34]#[C:35][C:2]3[CH:3]=[N:4][CH:5]=[C:6]([CH:19]=3)[C:7]([N:9]=[S@@:10]([CH3:18])(=[O:17])[C:11]3[CH:16]=[CH:15][CH:14]=[CH:13][CH:12]=3)=[O:8])[CH:31]=[CH:32][CH:33]=2)=[O:36])=[CH:24][C:23]([CH3:37])=[N:22]1.